Predict the reaction yield, written as a fraction of the theoretical maximum amount of product (1.0 means a 100% yield; for example, 0.34 means a 34% yield). From a dataset of Reaction yield outcomes from USPTO patents with 853,638 reactions. (1) The reactants are C(NC(C)C)(C)C.C([Li])CCC.[Li+].CC([N-]C(C)C)C.[C:21]([O:24][CH3:25])(=[O:23])[CH3:22].[CH3:26][C:27]([S@:30]([N:32]=[C:33]([CH:35]1[CH2:40][CH2:39][O:38][CH2:37][CH2:36]1)[CH3:34])=[O:31])([CH3:29])[CH3:28]. The catalyst is C1COCC1.O.CCOC(C)=O.Cl[Ti](OC(C)C)(OC(C)C)OC(C)C. The product is [CH3:29][C:27]([CH3:26])([S@:30]([NH:32][C@@:33]([CH:35]1[CH2:36][CH2:37][O:38][CH2:39][CH2:40]1)([CH3:34])[CH2:22][C:21]([O:24][CH3:25])=[O:23])=[O:31])[CH3:28]. The yield is 0.700. (2) The reactants are [CH2:1]([N:3]1[C:9]2[CH:10]=[CH:11][C:12]([N+:14]([O-])=O)=[CH:13][C:8]=2[O:7][CH2:6][CH2:5][CH2:4]1)[CH3:2]. The catalyst is [Pd].C(O)C. The product is [CH2:1]([N:3]1[C:9]2[CH:10]=[CH:11][C:12]([NH2:14])=[CH:13][C:8]=2[O:7][CH2:6][CH2:5][CH2:4]1)[CH3:2]. The yield is 1.00. (3) The reactants are [Br:1][C:2]1[C:10]2[C:9]([Cl:11])=[N:8][CH:7]=[N:6][C:5]=2[NH:4][CH:3]=1.[H-].[Na+].[C:14]1([S:20](Cl)(=[O:22])=[O:21])[CH:19]=[CH:18][CH:17]=[CH:16][CH:15]=1.O. The catalyst is CN(C=O)C. The product is [C:14]1([S:20]([N:4]2[C:5]3[N:6]=[CH:7][N:8]=[C:9]([Cl:11])[C:10]=3[C:2]([Br:1])=[CH:3]2)(=[O:22])=[O:21])[CH:19]=[CH:18][CH:17]=[CH:16][CH:15]=1. The yield is 1.00. (4) The reactants are Cl[CH:16](C1CCCC([CH:16](Cl)[CH:17]([OH:23])[CH2:18][S:19][CH2:20]CC)C1)[CH:17]([OH:23])[CH2:18][S:19][CH2:20]CC.[OH-:25].[Na+].[C:27]1([CH3:33])[CH:32]=[CH:31][CH:30]=[CH:29][CH:28]=1. No catalyst specified. The product is [O:25]1[CH2:16][CH:17]1[CH2:18][S:19][CH2:33][CH:27]1[CH2:32][CH2:31][CH2:30][CH:29]([CH2:20][S:19][CH2:18][CH:17]2[O:23][CH2:16]2)[CH2:28]1. The yield is 0.960. (5) The reactants are CN(C)C=O.[CH3:6][O:7][C:8]1[CH:9]=[C:10]2[C:15](=[CH:16][C:17]=1[OH:18])[N:14]=[CH:13][CH:12]=[C:11]2[O:19][C:20]1[C:21]([CH3:30])=[N:22][C:23]2[C:28]([CH:29]=1)=[CH:27][CH:26]=[CH:25][CH:24]=2.Br[CH:32]([C:38]([O:40][CH2:41][CH3:42])=[O:39])[C:33]([O:35][CH2:36][CH3:37])=[O:34].C(=O)([O-])[O-].[K+].[K+]. The catalyst is O. The product is [CH3:6][O:7][C:8]1[CH:9]=[C:10]2[C:15](=[CH:16][C:17]=1[O:18][CH:32]([C:33]([O:35][CH2:36][CH3:37])=[O:34])[C:38]([O:40][CH2:41][CH3:42])=[O:39])[N:14]=[CH:13][CH:12]=[C:11]2[O:19][C:20]1[C:21]([CH3:30])=[N:22][C:23]2[C:28]([CH:29]=1)=[CH:27][CH:26]=[CH:25][CH:24]=2. The yield is 0.880. (6) The reactants are CC(OI1(OC(C)=O)(OC(C)=O)OC(=O)C2C=CC=CC1=2)=O.[CH3:23][C@@H:24]([CH2:27][CH2:28][CH2:29][C:30]([CH3:32])=[CH2:31])[CH2:25][OH:26]. The catalyst is C(Cl)Cl. The product is [CH3:23][C@@H:24]([CH2:27][CH2:28][CH2:29][C:30]([CH3:32])=[CH2:31])[CH:25]=[O:26]. The yield is 0.840. (7) The reactants are [CH3:1][Si:2]([CH3:15])([CH3:14])/[CH:3]=[CH:4]/B1OC(C)(C)C(C)(C)O1.[NH2:16][C:17]1[N:22]=[C:21]([C:23]2[CH:28]=[CH:27][C:26]([Cl:29])=[C:25]([F:30])[C:24]=2[F:31])[N:20]=[C:19]([C:32]([O:34][CH3:35])=[O:33])[C:18]=1Br.[F-].[Cs+].P(C1C=C(S([O-])(=O)=O)C=CC=1)(C1C=C(S([O-])(=O)=O)C=CC=1)C1C=C(S([O-])(=O)=O)C=CC=1.[Na+].[Na+].[Na+]. The catalyst is O.C([O-])(=O)C.[Pd+2].C([O-])(=O)C.C(#N)C. The product is [NH2:16][C:17]1[N:22]=[C:21]([C:23]2[CH:28]=[CH:27][C:26]([Cl:29])=[C:25]([F:30])[C:24]=2[F:31])[N:20]=[C:19]([C:32]([O:34][CH3:35])=[O:33])[C:18]=1/[CH:4]=[CH:3]/[Si:2]([CH3:1])([CH3:14])[CH3:15]. The yield is 0.430. (8) The reactants are [C:1]([C:5]1[CH:6]=[C:7]([NH:24][C:25]([NH:27][C@@H:28]2[C:37]3[C:32](=[CH:33][CH:34]=[CH:35][CH:36]=3)[C@H:31]([O:38][C:39]3[CH:40]=[CH:41][C:42]4[N:43]([C:45]([N:48]5[CH2:53][CH2:52][CH2:51][CH2:50][CH2:49]5)=[N:46][N:47]=4)[CH:44]=3)[CH2:30][CH2:29]2)=[O:26])[N:8]([C:10]2[CH:15]=[CH:14][C:13]([O:16][Si](C(C)(C)C)(C)C)=[CH:12][CH:11]=2)[N:9]=1)([CH3:4])([CH3:3])[CH3:2].CCCC[N+](CCCC)(CCCC)CCCC.[F-]. The catalyst is C1COCC1.O. The product is [C:1]([C:5]1[CH:6]=[C:7]([NH:24][C:25]([NH:27][C@@H:28]2[C:37]3[C:32](=[CH:33][CH:34]=[CH:35][CH:36]=3)[C@H:31]([O:38][C:39]3[CH:40]=[CH:41][C:42]4[N:43]([C:45]([N:48]5[CH2:53][CH2:52][CH2:51][CH2:50][CH2:49]5)=[N:46][N:47]=4)[CH:44]=3)[CH2:30][CH2:29]2)=[O:26])[N:8]([C:10]2[CH:15]=[CH:14][C:13]([OH:16])=[CH:12][CH:11]=2)[N:9]=1)([CH3:4])([CH3:2])[CH3:3]. The yield is 0.180. (9) The reactants are [N:1]1[CH:6]=[CH:5][CH:4]=[C:3]([NH:7][C:8](=[O:10])[O-])[N:2]=1.[F:11][C:12]1[CH:17]=[CH:16][C:15]([C:18]2[N:19]=[C:20]([CH:23]3[CH2:28][CH2:27][NH:26][CH2:25][CH2:24]3)[S:21][CH:22]=2)=[CH:14][CH:13]=1.C(N(C(C)C)CC)(C)C.O. The catalyst is CS(C)=O. The product is [F:11][C:12]1[CH:17]=[CH:16][C:15]([C:18]2[N:19]=[C:20]([CH:23]3[CH2:28][CH2:27][N:26]([C:8]([NH:7][C:3]4[N:2]=[N:1][CH:6]=[CH:5][CH:4]=4)=[O:10])[CH2:25][CH2:24]3)[S:21][CH:22]=2)=[CH:14][CH:13]=1. The yield is 0.580. (10) The reactants are C(=O)([O-])[O-].[K+].[K+].Br[C:8]1[C:16]2[C:11](=[CH:12][C:13]([NH2:17])=[CH:14][CH:15]=2)[N:10]([S:18]([C:21]2[CH:26]=[CH:25][CH:24]=[CH:23][CH:22]=2)(=[O:20])=[O:19])[CH:9]=1.[N+:27]([C:30]1[CH:35]=[CH:34][C:33](B(O)O)=[CH:32][CH:31]=1)([O-:29])=[O:28]. The catalyst is O1CCCC1.C(=O)(O)[O-].[Na+].C(OCC)(=O)C.C1(P(C2C=CC=CC=2)C2C=CC=CC=2)C=CC=CC=1.C1(P(C2C=CC=CC=2)C2C=CC=CC=2)C=CC=CC=1.C1(P(C2C=CC=CC=2)C2C=CC=CC=2)C=CC=CC=1.C1(P(C2C=CC=CC=2)C2C=CC=CC=2)C=CC=CC=1.[Pd]. The product is [N+:27]([C:30]1[CH:35]=[CH:34][C:33]([C:8]2[C:16]3[C:11](=[CH:12][C:13]([NH2:17])=[CH:14][CH:15]=3)[N:10]([S:18]([C:21]3[CH:26]=[CH:25][CH:24]=[CH:23][CH:22]=3)(=[O:20])=[O:19])[CH:9]=2)=[CH:32][CH:31]=1)([O-:29])=[O:28]. The yield is 0.650.